Task: Predict which catalyst facilitates the given reaction.. Dataset: Catalyst prediction with 721,799 reactions and 888 catalyst types from USPTO (1) Reactant: [NH2:1][C@H:2]([CH2:7][OH:8])[CH2:3][CH:4]([CH3:6])[CH3:5].[F:9][C:10]1[CH:15]=[CH:14][C:13]([C:16]2[O:20][N:19]=[C:18]([C:21]([NH:23][C@@H:24]([CH2:28][CH:29]([CH3:31])[CH3:30])[C:25]([OH:27])=O)=[O:22])[CH:17]=2)=[CH:12][CH:11]=1.C(Cl)CCl.C1C=CC2N(O)N=NC=2C=1.CCN(C(C)C)C(C)C. Product: [F:9][C:10]1[CH:11]=[CH:12][C:13]([C:16]2[O:20][N:19]=[C:18]([C:21]([NH:23][C@@H:24]([CH2:28][CH:29]([CH3:31])[CH3:30])[C:25]([NH:1][C@@H:2]([CH2:3][CH:4]([CH3:6])[CH3:5])[CH2:7][OH:8])=[O:27])=[O:22])[CH:17]=2)=[CH:14][CH:15]=1. The catalyst class is: 23. (2) Reactant: [N:1]([C@H:4]1[C:9]2[CH:10]=[C:11]3[C:16](=[CH:17][C:8]=2[CH2:7][CH2:6][CH2:5]1)[CH2:15][N:14](C(=O)C(F)(F)F)[CH2:13][CH2:12]3)=[N+:2]=[N-:3].[OH-].[Na+]. The catalyst class is: 87. Product: [N:1]([C@H:4]1[C:9]2[CH:10]=[C:11]3[C:16](=[CH:17][C:8]=2[CH2:7][CH2:6][CH2:5]1)[CH2:15][NH:14][CH2:13][CH2:12]3)=[N+:2]=[N-:3]. (3) Reactant: [I-].[NH2:2][N+:3]1[CH:8]=[CH:7][CH:6]=[CH:5][CH:4]=1.[C:9]([O:14]CC)(=[O:13])[C:10]#[C:11][CH3:12].C([O-])([O-])=O.[K+].[K+].O. Product: [CH3:12][C:11]1[C:10]([C:9]([OH:14])=[O:13])=[C:4]2[CH:5]=[CH:6][CH:7]=[CH:8][N:3]2[N:2]=1. The catalyst class is: 31. (4) Reactant: C([N:8]1[CH2:13][CH2:12][N:11]([C:14]2[C:15]([CH3:34])=[C:16]([CH3:33])[C:17]3[O:21][C:20]([CH3:23])([CH3:22])[CH:19]([C:24]4[CH:25]=[N:26][C:27]([F:30])=[CH:28][CH:29]=4)[C:18]=3[C:31]=2[CH3:32])[CH2:10][CH2:9]1)C1C=CC=CC=1.C([O-])=O.[NH4+]. Product: [F:30][C:27]1[N:26]=[CH:25][C:24]([CH:19]2[C:18]3[C:31]([CH3:32])=[C:14]([N:11]4[CH2:10][CH2:9][NH:8][CH2:13][CH2:12]4)[C:15]([CH3:34])=[C:16]([CH3:33])[C:17]=3[O:21][C:20]2([CH3:23])[CH3:22])=[CH:29][CH:28]=1. The catalyst class is: 129. (5) The catalyst class is: 4. Product: [Cl:31][C:28]1[S:27][C:26]([S:23]([NH:22][C:12]2[C:13]3[C:18](=[CH:17][CH:16]=[C:15]([F:19])[C:14]=3[O:20][CH3:21])[N:10]([CH2:9][C:5]3[CH:4]=[C:3]([CH2:2][NH:1][C:45](=[O:46])[C:44]([OH:43])([CH3:49])[CH3:48])[CH:8]=[CH:7][CH:6]=3)[N:11]=2)(=[O:25])=[O:24])=[CH:30][CH:29]=1. Reactant: [NH2:1][CH2:2][C:3]1[CH:4]=[C:5]([CH2:9][N:10]2[C:18]3[C:13](=[C:14]([O:20][CH3:21])[C:15]([F:19])=[CH:16][CH:17]=3)[C:12]([NH:22][S:23]([C:26]3[S:27][C:28]([Cl:31])=[CH:29][CH:30]=3)(=[O:25])=[O:24])=[N:11]2)[CH:6]=[CH:7][CH:8]=1.N1C=CC=CC=1.[OH-].[K+].C([O:43][C:44]([CH3:49])([CH3:48])[C:45](Cl)=[O:46])(=O)C. (6) Reactant: C1N(CCO)CCN(CCS(O)(=O)=O)C1.[Cl-].[K+].[Mg+2].[Cl-].[Cl-].C(S)[C@@H](O)[C@H](O)CS.O([CH2:38]/[CH:39]=[C:40](\[CH2:42][CH2:43]/[CH:44]=[C:45](\[CH2:47][CH2:48][CH:49]=[C:50]([CH3:52])[CH3:51])/[CH3:46])/[CH3:41])P(OP([O-])([O-])=O)(=O)[O-].O(C/C=C(/CC/C=C(/CCC=C(C)C)\C)\C)P(OP([O-])([O-])=O)(=O)[O-].O(C/C=C(/CCC=C(C)C)\C)P(OP([O-])([O-])=O)(=O)[O-].O(C/C=C(\CCC=C(C)C)/C)P(OP([O-])([O-])=O)(=O)[O-].O(C/C=C(/CC/C=C(\C)/CC/C=C(/CCC=C(C)C)\C)\C)P(OP([O-])([O-])=O)(=O)[O-]. Product: [CH3:41][C:40]1[CH:42]=[CH:43][C@@H:44]([C@H:45]([CH2:47][CH2:48][CH:49]=[C:50]([CH3:52])[CH3:51])[CH3:46])[CH2:38][CH:39]=1. The catalyst class is: 610.